From a dataset of Forward reaction prediction with 1.9M reactions from USPTO patents (1976-2016). Predict the product of the given reaction. (1) Given the reactants Cl.Cl.[CH3:3][C:4]1[CH:5]=[CH:6][C:7]2[O:11][C:10]([C:12]3[CH:43]=[CH:42][C:15]([CH2:16][O:17][C:18]4[CH:23]=[CH:22][CH:21]=[CH:20][C:19]=4[CH2:24][CH2:25][NH:26][CH:27]4[CH2:36][CH2:35][CH2:34][C:33]5[N:32]=[C:31]([C:37]([O:39][CH2:40][CH3:41])=[O:38])[CH:30]=[CH:29][C:28]4=5)=[CH:14][CH:13]=3)=[N:9][C:8]=2[CH:44]=1.C(N(CC)CC)C.O.C(OCC)(=O)C, predict the reaction product. The product is: [CH3:3][C:4]1[CH:5]=[CH:6][C:7]2[O:11][C:10]([C:12]3[CH:13]=[CH:14][C:15]([CH2:16][O:17][C:18]4[CH:23]=[CH:22][CH:21]=[CH:20][C:19]=4[CH2:24][CH2:25][NH:26][CH:27]4[CH2:36][CH2:35][CH2:34][C:33]5[N:32]=[C:31]([C:37]([O:39][CH2:40][CH3:41])=[O:38])[CH:30]=[CH:29][C:28]4=5)=[CH:42][CH:43]=3)=[N:9][C:8]=2[CH:44]=1. (2) Given the reactants C(O[C:4]([CH:6]1[C:11](=O)[C@@:10]2([CH3:16])[C:13]([CH3:15])([CH3:14])[C@@H:7]1[CH2:8][CH2:9]2)=[O:5])C.[F:17][C:18]([F:23])([F:22])[CH2:19][NH:20][NH2:21].Cl.O1CCOCC1, predict the reaction product. The product is: [CH3:16][C@@:10]12[C:13]([CH3:14])([CH3:15])[C@@H:7]([C:6]3[C:4](=[O:5])[N:20]([CH2:19][C:18]([F:23])([F:22])[F:17])[NH:21][C:11]=31)[CH2:8][CH2:9]2. (3) Given the reactants O.[OH-].[Li+].[Br:4][C:5]1[CH:6]=[C:7]([CH:22]=[CH:23][C:24]=1[O:25][CH3:26])[CH2:8][C@@H:9]([C:18]([O:20]C)=[O:19])[NH:10][C:11]([O:13][C:14]([CH3:17])([CH3:16])[CH3:15])=[O:12].Cl.C(OCC)(=O)C, predict the reaction product. The product is: [Br:4][C:5]1[CH:6]=[C:7]([CH:22]=[CH:23][C:24]=1[O:25][CH3:26])[CH2:8][C@@H:9]([C:18]([OH:20])=[O:19])[NH:10][C:11]([O:13][C:14]([CH3:17])([CH3:16])[CH3:15])=[O:12]. (4) Given the reactants [C-:1]#[N:2].[K+].F[C:5]1[CH:10]=[CH:9][C:8](/[CH:11]=[CH:12]/[C:13]([O:15][C:16]([CH3:19])([CH3:18])[CH3:17])=[O:14])=[CH:7][C:6]=1[N+:20]([O-:22])=[O:21], predict the reaction product. The product is: [C:1]([C:5]1[CH:10]=[CH:9][C:8](/[CH:11]=[CH:12]/[C:13]([O:15][C:16]([CH3:19])([CH3:18])[CH3:17])=[O:14])=[CH:7][C:6]=1[N+:20]([O-:22])=[O:21])#[N:2]. (5) Given the reactants [N:1]1[CH:6]=[C:5]([C:7]2[CH:8]=[C:9]([CH:12]=[CH:13][CH:14]=2)[CH:10]=O)[CH:4]=[N:3][CH:2]=1.[CH3:15][O:16][C:17]1[CH:18]=[C:19]([CH:21]=[CH:22][CH:23]=1)[NH2:20], predict the reaction product. The product is: [CH3:15][O:16][C:17]1[CH:18]=[C:19]([CH:21]=[CH:22][CH:23]=1)[N:20]=[CH:10][C:9]1[CH:12]=[CH:13][CH:14]=[C:7]([C:5]2[CH:6]=[N:1][CH:2]=[N:3][CH:4]=2)[CH:8]=1. (6) Given the reactants [NH2:1][C:2]1[CH:7]=[CH:6][CH:5]=[CH:4][CH:3]=1.[O-:8][C:9]#[N:10].[K+], predict the reaction product. The product is: [C:2]1([NH:1][C:9]([NH2:10])=[O:8])[CH:7]=[CH:6][CH:5]=[CH:4][CH:3]=1.